This data is from NCI-60 drug combinations with 297,098 pairs across 59 cell lines. The task is: Regression. Given two drug SMILES strings and cell line genomic features, predict the synergy score measuring deviation from expected non-interaction effect. (1) Drug 1: C1CCC(CC1)NC(=O)N(CCCl)N=O. Drug 2: CCC1(CC2CC(C3=C(CCN(C2)C1)C4=CC=CC=C4N3)(C5=C(C=C6C(=C5)C78CCN9C7C(C=CC9)(C(C(C8N6C=O)(C(=O)OC)O)OC(=O)C)CC)OC)C(=O)OC)O.OS(=O)(=O)O. Cell line: SF-295. Synergy scores: CSS=40.2, Synergy_ZIP=0.994, Synergy_Bliss=0.687, Synergy_Loewe=4.95, Synergy_HSA=3.65. (2) Drug 1: C(=O)(N)NO. Drug 2: CC(C)CN1C=NC2=C1C3=CC=CC=C3N=C2N. Cell line: MCF7. Synergy scores: CSS=1.11, Synergy_ZIP=0.383, Synergy_Bliss=0.0503, Synergy_Loewe=-0.879, Synergy_HSA=-0.936. (3) Drug 1: C1=NC2=C(N1)C(=S)N=CN2. Drug 2: C1CN(CCN1C(=O)CCBr)C(=O)CCBr. Cell line: PC-3. Synergy scores: CSS=14.9, Synergy_ZIP=-6.44, Synergy_Bliss=-3.34, Synergy_Loewe=-3.80, Synergy_HSA=-0.781. (4) Drug 1: C1=NC2=C(N=C(N=C2N1C3C(C(C(O3)CO)O)O)F)N. Drug 2: C(=O)(N)NO. Cell line: HCC-2998. Synergy scores: CSS=40.8, Synergy_ZIP=3.33, Synergy_Bliss=0.0867, Synergy_Loewe=-34.0, Synergy_HSA=-1.57.